This data is from Blood-brain barrier penetration binary classification data from Martins et al.. The task is: Regression/Classification. Given a drug SMILES string, predict its absorption, distribution, metabolism, or excretion properties. Task type varies by dataset: regression for continuous measurements (e.g., permeability, clearance, half-life) or binary classification for categorical outcomes (e.g., BBB penetration, CYP inhibition). Dataset: bbb_martins. (1) The drug is CCOC(=O)c1cncn1C(C)c1ccc(F)cc1. The result is 1 (penetrates BBB). (2) The drug is NC(=O)N1CC(Oc2cccc(C(F)(F)F)c2)C1. The result is 1 (penetrates BBB). (3) The molecule is CNCCCN1c2ccccc2Sc2ccccc21. The result is 1 (penetrates BBB).